From a dataset of Reaction yield outcomes from USPTO patents with 853,638 reactions. Predict the reaction yield, written as a fraction of the theoretical maximum amount of product (1.0 means a 100% yield; for example, 0.34 means a 34% yield). (1) The reactants are [F:1][C:2]1[CH:3]=[CH:4][C:5]([CH3:12])=[C:6]([S:8](Cl)(=[O:10])=[O:9])[CH:7]=1.[NH4+:13].[OH-]. The catalyst is CC(C)=O. The product is [F:1][C:2]1[CH:3]=[CH:4][C:5]([CH3:12])=[C:6]([S:8]([NH2:13])(=[O:10])=[O:9])[CH:7]=1. The yield is 0.980. (2) The reactants are Br[CH2:2][C:3]([C:5]1[CH:10]=[CH:9][CH:8]=[C:7]([O:11][CH3:12])[CH:6]=1)=O.[CH:13]([NH2:15])=O.C(Cl)Cl.CO.[NH4+:21].[OH-]. No catalyst specified. The product is [CH3:12][O:11][C:7]1[CH:6]=[C:5]([C:3]2[NH:15][CH:13]=[N:21][CH:2]=2)[CH:10]=[CH:9][CH:8]=1. The yield is 0.430. (3) The yield is 0.820. The catalyst is C(#N)C.O.C([O-])(O)=O.[Na+].CCOC(C)=O. The product is [Cl:27][C:4]1[CH:3]=[C:2]([CH3:1])[C:11]2[C:6](=[C:7]([C:12]3[CH:17]=[CH:16][C:15]([C:18]4[CH:19]=[N:20][N:21]([CH3:23])[CH:22]=4)=[CH:14][CH:13]=3)[CH:8]=[N:9][CH:10]=2)[N:5]=1. The reactants are [CH3:1][C:2]1[C:11]2[C:6](=[C:7]([C:12]3[CH:17]=[CH:16][C:15]([C:18]4[CH:19]=[N:20][N:21]([CH3:23])[CH:22]=4)=[CH:14][CH:13]=3)[CH:8]=[N:9][CH:10]=2)[NH:5][C:4](=O)[CH:3]=1.P(Cl)(Cl)([Cl:27])=O.CN(C=O)C. (4) The reactants are CCN(C(C)C)C(C)C.[F:10][C:11]([F:28])([F:27])[O:12][C:13]1[CH:14]=[CH:15][CH:16]=[C:17]2[C:22]=1[O:21][C:20](=[O:23])[C:19]([C:24]([OH:26])=O)=[CH:18]2.CN(C(ON1N=NC2C=CC=NC1=2)=[N+](C)C)C.F[P-](F)(F)(F)(F)F.[CH2:53]([O:55][C:56]1[CH:61]=[CH:60][C:59]([C:62]2[CH:67]=[CH:66][CH:65]=[C:64]([NH2:68])[CH:63]=2)=[CH:58][C:57]=1[CH3:69])[CH3:54]. The catalyst is CN(C=O)C. The product is [CH2:53]([O:55][C:56]1[CH:61]=[CH:60][C:59]([C:62]2[CH:67]=[CH:66][CH:65]=[C:64]([NH:68][C:24]([C:19]3[C:20](=[O:23])[O:21][C:22]4[C:17]([CH:18]=3)=[CH:16][CH:15]=[CH:14][C:13]=4[O:12][C:11]([F:10])([F:28])[F:27])=[O:26])[CH:63]=2)=[CH:58][C:57]=1[CH3:69])[CH3:54]. The yield is 0.530. (5) The reactants are [F:1][C:2]1[C:10]([N:11]([S:18]([CH2:21][CH2:22][CH2:23][F:24])(=[O:20])=[O:19])S(CCC)(=O)=O)=[CH:9][CH:8]=[C:7]([F:25])[C:3]=1[C:4]([O-:6])=[O:5].[OH-].[Li+]. The catalyst is C1COCC1.CO.O. The product is [F:1][C:2]1[C:10]([NH:11][S:18]([CH2:21][CH2:22][CH2:23][F:24])(=[O:19])=[O:20])=[CH:9][CH:8]=[C:7]([F:25])[C:3]=1[C:4]([OH:6])=[O:5]. The yield is 0.810. (6) The reactants are C([O:5][C:6](=[O:41])[C:7]([CH2:38][CH:39]=[CH2:40])([CH:11]([C:16](=[O:37])[NH:17][CH:18]1[C:24](=[O:25])[N:23]([CH3:26])[C:22]2[CH:27]=[CH:28][CH:29]=[CH:30][C:21]=2[C:20]([C:31]2[CH:36]=[CH:35][CH:34]=[CH:33][CH:32]=2)=[N:19]1)[CH2:12][CH:13]([CH3:15])[CH3:14])[CH2:8][CH:9]=[CH2:10])(C)(C)C. The catalyst is C(O)(C(F)(F)F)=O.C(Cl)Cl. The product is [CH2:8]([C:7]([CH:11]([C:16](=[O:37])[NH:17][CH:18]1[C:24](=[O:25])[N:23]([CH3:26])[C:22]2[CH:27]=[CH:28][CH:29]=[CH:30][C:21]=2[C:20]([C:31]2[CH:36]=[CH:35][CH:34]=[CH:33][CH:32]=2)=[N:19]1)[CH2:12][CH:13]([CH3:15])[CH3:14])([CH2:38][CH:39]=[CH2:40])[C:6]([OH:41])=[O:5])[CH:9]=[CH2:10]. The yield is 0.920. (7) The reactants are [CH3:1][N:2]1[C:6]([CH3:7])=[N:5][N:4]=[C:3]1[CH2:8][OH:9]. The catalyst is O1CCCC1.[O-2].[Mn+4].[O-2]. The product is [CH3:1][N:2]1[C:6]([CH3:7])=[N:5][N:4]=[C:3]1[CH:8]=[O:9]. The yield is 0.660. (8) The reactants are Br[C:2]([CH3:9])([CH3:8])[C:3]([O:5][CH2:6][CH3:7])=[O:4].[NH2:10][C:11]1[N:12]([C:17]2[C:26]3[C:21](=[CH:22][CH:23]=[CH:24][CH:25]=3)[C:20]([CH:27]3[CH2:29][CH2:28]3)=[CH:19][CH:18]=2)[C:13]([SH:16])=[N:14][N:15]=1.[I-].[K+]. The catalyst is CN(C=O)C. The product is [NH2:10][C:11]1[N:12]([C:17]2[C:26]3[C:21](=[CH:22][CH:23]=[CH:24][CH:25]=3)[C:20]([CH:27]3[CH2:29][CH2:28]3)=[CH:19][CH:18]=2)[C:13]([S:16][C:2]([CH3:9])([CH3:8])[C:3]([O:5][CH2:6][CH3:7])=[O:4])=[N:14][N:15]=1. The yield is 0.270.